This data is from Reaction yield outcomes from USPTO patents with 853,638 reactions. The task is: Predict the reaction yield, written as a fraction of the theoretical maximum amount of product (1.0 means a 100% yield; for example, 0.34 means a 34% yield). (1) The reactants are [N+:1]([C:4]1[CH:11]=[CH:10][C:7]([CH2:8]Br)=[CH:6][CH:5]=1)([O-:3])=[O:2].[CH3:12][S:13]([O-:15])=[O:14].[Na+]. The catalyst is CN(C)C=O.O. The product is [CH3:12][S:13]([CH2:8][C:7]1[CH:10]=[CH:11][C:4]([N+:1]([O-:3])=[O:2])=[CH:5][CH:6]=1)(=[O:15])=[O:14]. The yield is 0.930. (2) The reactants are C(OC(N1CCN([C:14]2[C:15]3[C:36]([O:37][CH3:38])=[CH:35][N:34]=[CH:33][C:16]=3[N:17]=[C:18]([C:20]3[CH:25]=[CH:24][N:23]=[C:22]([NH:26][C:27]4[CH:32]=[CH:31][CH:30]=[CH:29][CH:28]=4)[CH:21]=3)[N:19]=2)CC1)=O)(C)(C)C.CC1(C)C2C(=C(P(C3C=CC=CC=3)C3C=CC=CC=3)C=CC=2)[O:60]C2C(P(C3C=CC=CC=3)C3C=CC=CC=3)=CC=CC1=2.C(=O)([O-])[O-].[Cs+].[Cs+].O1CCOCC1. The catalyst is CC([O-])=O.CC([O-])=O.[Pd+2].O. The product is [CH3:38][O:37][C:36]1[C:15]2[C:14]([OH:60])=[N:19][C:18]([C:20]3[CH:25]=[CH:24][N:23]=[C:22]([NH:26][C:27]4[CH:28]=[CH:29][CH:30]=[CH:31][CH:32]=4)[CH:21]=3)=[N:17][C:16]=2[CH:33]=[N:34][CH:35]=1. The yield is 0.590.